Dataset: Full USPTO retrosynthesis dataset with 1.9M reactions from patents (1976-2016). Task: Predict the reactants needed to synthesize the given product. (1) Given the product [C:16]([N:12]([CH2:13][CH:14]=[CH2:15])[C:7]1[CH:6]=[C:5]([CH:10]=[C:9]([Cl:11])[N:8]=1)[C:4]([OH:19])=[O:3])(=[O:18])[CH3:17], predict the reactants needed to synthesize it. The reactants are: C([O:3][C:4](=[O:19])[C:5]1[CH:10]=[C:9]([Cl:11])[N:8]=[C:7]([N:12]([C:16](=[O:18])[CH3:17])[CH2:13][CH:14]=[CH2:15])[CH:6]=1)C.[OH-].[Na+]. (2) Given the product [Cl:1][C:2]1[CH:7]=[CH:6][CH:5]=[C:4]([F:8])[C:3]=1[C:9]1[C:13]([C:14]([N:34]([O:35][CH3:36])[CH3:33])=[O:16])=[C:12]([C:17]2[CH:18]=[N:19][N:20]([C:26]3[CH:31]=[CH:30][CH:29]=[C:28]([Cl:32])[CH:27]=3)[C:21]=2[C:22]([F:24])([F:25])[F:23])[O:11][N:10]=1, predict the reactants needed to synthesize it. The reactants are: [Cl:1][C:2]1[CH:7]=[CH:6][CH:5]=[C:4]([F:8])[C:3]=1[C:9]1[C:13]([C:14]([OH:16])=O)=[C:12]([C:17]2[CH:18]=[N:19][N:20]([C:26]3[CH:31]=[CH:30][CH:29]=[C:28]([Cl:32])[CH:27]=3)[C:21]=2[C:22]([F:25])([F:24])[F:23])[O:11][N:10]=1.[CH3:33][NH:34][O:35][CH3:36].CN(C(ON1N=NC2C=CC=CC1=2)=[N+](C)C)C.F[P-](F)(F)(F)(F)F.C(OC(=O)C)C. (3) Given the product [Cl:15][C:16]1[CH:22]=[CH:21][CH:20]=[CH:19][C:17]=1[NH:18][C:9](=[O:11])[C:8]1[CH:7]=[C:6]([CH:5]=[CH:4][C:3]=1[O:2][CH3:1])[C:12]([NH2:14])=[O:13], predict the reactants needed to synthesize it. The reactants are: [CH3:1][O:2][C:3]1[C:8]([C:9]([OH:11])=O)=[CH:7][C:6]([C:12]([NH2:14])=[O:13])=[CH:5][CH:4]=1.[Cl:15][C:16]1[CH:22]=[CH:21][CH:20]=[CH:19][C:17]=1[NH2:18]. (4) Given the product [CH2:45]([O:52][C:54]([NH:53][C:28]1([C:34]([F:35])([F:36])[F:37])[CH2:27][CH2:26][N:25]([C:23]([O:22][C:18]([CH3:19])([CH3:20])[CH3:21])=[O:24])[CH2:30][CH2:29]1)=[O:55])[C:46]1[CH:51]=[CH:50][CH:49]=[CH:48][CH:47]=1, predict the reactants needed to synthesize it. The reactants are: C1(P(N=[N+]=[N-])(C2C=CC=CC=2)=O)C=CC=CC=1.[C:18]([O:22][C:23]([N:25]1[CH2:30][CH2:29][C:28]([C:34]([F:37])([F:36])[F:35])(C(O)=O)[CH2:27][CH2:26]1)=[O:24])([CH3:21])([CH3:20])[CH3:19].CCN(CC)CC.[CH2:45]([OH:52])[C:46]1[CH:51]=[CH:50][CH:49]=[CH:48][CH:47]=1.[N-:53]=[C:54]=[O:55]. (5) Given the product [Cl:26][C:23]1[CH:24]=[CH:25][C:20]([C@H:18]2[NH:9][C@@H:10]([C:11]([O:13][CH3:14])=[O:12])[CH2:15][CH2:16][CH2:17]2)=[CH:21][CH:22]=1, predict the reactants needed to synthesize it. The reactants are: Cl.C(OC([NH:9][C@H:10]([CH2:15][CH2:16][CH2:17][C:18]([C:20]1[CH:25]=[CH:24][C:23]([Cl:26])=[CH:22][CH:21]=1)=O)[C:11]([O:13][CH3:14])=[O:12])=O)(C)(C)C. (6) Given the product [C:1]([C:4]1[S:8][C:7]([CH3:9])=[C:6]([C:10]2[CH2:14][CH2:13][CH2:12][C:11]=2[C:15]2[CH:16]=[C:17]([C:21]([OH:23])=[O:22])[S:18][C:19]=2[CH3:20])[CH:5]=1)(=[O:3])[CH3:2], predict the reactants needed to synthesize it. The reactants are: [C:1]([C:4]1[S:8][C:7]([CH3:9])=[C:6]([C:10]2[CH2:14][CH2:13][CH2:12][C:11]=2[C:15]2[CH:16]=[C:17]([C:21]([O:23]CC)=[O:22])[S:18][C:19]=2[CH3:20])[CH:5]=1)(=[O:3])[CH3:2].[Li+].[OH-].Cl. (7) Given the product [CH3:1][O:2][C:3]1[CH:4]=[C:5]([C:11]2[CH:12]=[CH:13][C:14]3[N:15]([C:17]([C:21]4[CH:26]=[CH:25][C:24]([C:37]5[CH:42]=[N:41][CH:40]=[C:39]([CH:38]=5)[C:43]#[N:44])=[CH:23][CH:22]=4)=[C:18]([CH3:20])[N:19]=3)[N:16]=2)[CH:6]=[CH:7][C:8]=1[O:9][CH3:10], predict the reactants needed to synthesize it. The reactants are: [CH3:1][O:2][C:3]1[CH:4]=[C:5]([C:11]2[CH:12]=[CH:13][C:14]3[N:15]([C:17]([C:21]4[CH:26]=[CH:25][C:24](B5OC(C)(C)C(C)(C)O5)=[CH:23][CH:22]=4)=[C:18]([CH3:20])[N:19]=3)[N:16]=2)[CH:6]=[CH:7][C:8]=1[O:9][CH3:10].Br[C:37]1[CH:38]=[C:39]([C:43]#[N:44])[CH:40]=[N:41][CH:42]=1.C([O-])([O-])=O.[K+].[K+].C(Cl)Cl.